The task is: Predict the reactants needed to synthesize the given product.. This data is from Full USPTO retrosynthesis dataset with 1.9M reactions from patents (1976-2016). (1) Given the product [NH:17]1[C:18]2[C:14](=[CH:13][C:12]([CH:5]([C:6]3[CH:7]=[CH:8][CH:9]=[CH:10][CH:11]=3)[CH:24]([C:25]3[CH:30]=[CH:29][CH:28]=[CH:27][CH:26]=3)[C:23]([O:22][CH3:21])=[O:31])=[CH:20][CH:19]=2)[CH:15]=[N:16]1, predict the reactants needed to synthesize it. The reactants are: C(O[CH:5]([C:12]1[CH:13]=[C:14]2[C:18](=[CH:19][CH:20]=1)[NH:17][N:16]=[CH:15]2)[C:6]1[CH:11]=[CH:10][CH:9]=[CH:8][CH:7]=1)(=O)C.[CH3:21][O:22][C:23]([O:31][Si](C)(C)C)=[CH:24][C:25]1[CH:30]=[CH:29][CH:28]=[CH:27][CH:26]=1. (2) Given the product [C:25]([O:24][C:22]([N:19]1[CH2:18][CH2:17][CH:16]([N:15]([C:30](=[O:36])[CH2:31][CH2:32][C:33]([OH:35])=[O:34])[CH2:14][CH2:13][O:12][CH2:11][CH2:10][O:9][CH2:8][CH2:7][C:6](=[O:29])[O:5][C:1]([CH3:3])([CH3:4])[CH3:2])[CH2:21][CH2:20]1)=[O:23])([CH3:28])([CH3:27])[CH3:26], predict the reactants needed to synthesize it. The reactants are: [C:1]([O:5][C:6](=[O:29])[CH2:7][CH2:8][O:9][CH2:10][CH2:11][O:12][CH2:13][CH2:14][NH:15][CH:16]1[CH2:21][CH2:20][N:19]([C:22]([O:24][C:25]([CH3:28])([CH3:27])[CH3:26])=[O:23])[CH2:18][CH2:17]1)([CH3:4])([CH3:3])[CH3:2].[C:30]1(=[O:36])[O:35][C:33](=[O:34])[CH2:32][CH2:31]1. (3) Given the product [CH3:1][C@@:2]12[O:14][CH2:13][C:12]3[C:11]([S:77][CH3:76])=[CH:10][CH:9]=[CH:8][C:7]=3[C@@H:6]1[CH2:5][N:4]([C:23]([O:25][C:26]([CH3:29])([CH3:28])[CH3:27])=[O:24])[CH2:3]2, predict the reactants needed to synthesize it. The reactants are: [CH3:1][C@@:2]12[O:14][CH2:13][C:12]3[C:11](OS(C(F)(F)F)(=O)=O)=[CH:10][CH:9]=[CH:8][C:7]=3[C@@H:6]1[CH2:5][N:4]([C:23]([O:25][C:26]([CH3:29])([CH3:28])[CH3:27])=[O:24])[CH2:3]2.C1C=CC(P(C2C(C3C(P(C4C=CC=CC=4)C4C=CC=CC=4)=CC=C4C=3C=CC=C4)=C3C(C=CC=C3)=CC=2)C2C=CC=CC=2)=CC=1.[CH3:76][S-:77].[Na+]. (4) The reactants are: Cl[C:2]1[CH:11]=[CH:10][C:9]2[C:4](=[C:5]([C:12]3[CH:17]=[CH:16][C:15]([C:18]4[CH:19]=[N:20][N:21]([CH3:23])[CH:22]=4)=[CH:14][C:13]=3[F:24])[CH:6]=[N:7][CH:8]=2)[N:3]=1.[CH3:25][N:26](C=O)C. Given the product [F:24][C:13]1[CH:14]=[C:15]([C:18]2[CH:19]=[N:20][N:21]([CH3:23])[CH:22]=2)[CH:16]=[CH:17][C:12]=1[C:5]1[CH:6]=[N:7][CH:8]=[C:9]2[C:4]=1[N:3]=[C:2]([C:25]#[N:26])[CH:11]=[CH:10]2, predict the reactants needed to synthesize it.